From a dataset of Catalyst prediction with 721,799 reactions and 888 catalyst types from USPTO. Predict which catalyst facilitates the given reaction. (1) Reactant: [OH:1][C:2]1[C:12]2[CH2:11][CH2:10][N:9](C(OC(C)(C)C)=O)[CH2:8][CH:7]([CH3:20])[C:6]=2[NH:5][C:4](=[O:21])[CH:3]=1. Product: [OH:1][C:2]1[C:12]2[CH2:11][CH2:10][NH:9][CH2:8][CH:7]([CH3:20])[C:6]=2[NH:5][C:4](=[O:21])[CH:3]=1. The catalyst class is: 28. (2) Reactant: [Cl:1][C:2]1[CH:7]=[CH:6][CH:5]=[CH:4][C:3]=1[C:8]1[CH:17]=[C:16]([N+:18]([O-:20])=[O:19])[CH:15]=[C:14]2[C:9]=1[CH2:10][CH2:11][NH:12][CH2:13]2.C(N(CC)CC)C.[C:28](Cl)(=[O:32])[CH2:29][CH2:30][CH3:31]. Product: [Cl:1][C:2]1[CH:7]=[CH:6][CH:5]=[CH:4][C:3]=1[C:8]1[CH:17]=[C:16]([N+:18]([O-:20])=[O:19])[CH:15]=[C:14]2[C:9]=1[CH2:10][CH2:11][N:12]([C:28](=[O:32])[CH2:29][CH2:30][CH3:31])[CH2:13]2. The catalyst class is: 44.